The task is: Predict the reactants needed to synthesize the given product.. This data is from Full USPTO retrosynthesis dataset with 1.9M reactions from patents (1976-2016). The reactants are: [F:1][C:2]1[CH:7]=[CH:6][C:5]([C:8]2[N:9]=[N:10][N:11]([CH3:18])[C:12]=2[C:13]2[N:14]=[CH:15][NH:16][CH:17]=2)=[CH:4][CH:3]=1.[CH3:19][C:20]([C:22]1[CH:27]=[CH:26][C:25](F)=[CH:24][CH:23]=1)=[O:21].C(=O)([O-])[O-].[K+].[K+].O. Given the product [F:1][C:2]1[CH:7]=[CH:6][C:5]([C:8]2[N:9]=[N:10][N:11]([CH3:18])[C:12]=2[C:13]2[N:14]=[CH:15][N:16]([C:25]3[CH:26]=[CH:27][C:22]([C:20](=[O:21])[CH3:19])=[CH:23][CH:24]=3)[CH:17]=2)=[CH:4][CH:3]=1, predict the reactants needed to synthesize it.